Predict the product of the given reaction. From a dataset of Forward reaction prediction with 1.9M reactions from USPTO patents (1976-2016). (1) Given the reactants N[C:2]1[C:6]([C@H:7]2[C:11]([CH3:12])=[CH:10][CH:9]([CH2:13][O:14][C:15]([C:28]3[CH:33]=[CH:32][CH:31]=[CH:30][CH:29]=3)([C:22]3[CH:27]=[CH:26][CH:25]=[CH:24][CH:23]=3)[C:16]3[CH:21]=[CH:20][CH:19]=[CH:18][CH:17]=3)[O:8]2)=[CH:5][O:4][C:3]=1[C:34]#[N:35].C(O)(=O)C.[CH:40]([NH2:42])=[NH:41], predict the reaction product. The product is: [CH3:12][C:11]1[C@H:7]([C:6]2[C:2]3[N:41]=[CH:40][N:42]=[C:34]([NH2:35])[C:3]=3[O:4][CH:5]=2)[O:8][CH:9]([CH2:13][O:14][C:15]([C:16]2[CH:17]=[CH:18][CH:19]=[CH:20][CH:21]=2)([C:28]2[CH:33]=[CH:32][CH:31]=[CH:30][CH:29]=2)[C:22]2[CH:23]=[CH:24][CH:25]=[CH:26][CH:27]=2)[CH:10]=1. (2) Given the reactants C1(=O)[O:6][C:4](=[O:5])[CH:3]=[CH:2]1.[OH-].[Na+].[C:10]([OH:14])(=[O:13])[CH:11]=[CH2:12].OO.S(OOS([O-])(=O)=O)([O-])(=O)=O.[Na+].[Na+], predict the reaction product. The product is: [C:4]([OH:6])(=[O:5])[CH:3]=[CH2:2].[C:4]([OH:6])(=[O:5])/[CH:12]=[CH:11]\[C:10]([OH:14])=[O:13]. (3) Given the reactants C(OC([N:8]([CH2:38][C:39]([O:41]C(C)(C)C)=[O:40])[C:9]1[CH:14]=[CH:13][CH:12]=[C:11]([CH:15]([CH2:27][C:28]2[CH:33]=[CH:32][C:31]([C:34]([CH3:37])([CH3:36])[CH3:35])=[CH:30][CH:29]=2)[NH:16][S:17]([C:20]2[CH:25]=[CH:24][C:23]([F:26])=[CH:22][CH:21]=2)(=[O:19])=[O:18])[N:10]=1)=O)(C)(C)C.[ClH:46].O1CCOCC1, predict the reaction product. The product is: [ClH:46].[C:34]([C:31]1[CH:30]=[CH:29][C:28]([CH2:27][CH:15]([NH:16][S:17]([C:20]2[CH:25]=[CH:24][C:23]([F:26])=[CH:22][CH:21]=2)(=[O:18])=[O:19])[C:11]2[N:10]=[C:9]([NH:8][CH2:38][C:39]([OH:41])=[O:40])[CH:14]=[CH:13][CH:12]=2)=[CH:33][CH:32]=1)([CH3:37])([CH3:35])[CH3:36]. (4) Given the reactants [Li+].CC([N-]C(C)C)C.[C:9]1(=[O:14])[CH2:13][CH2:12][CH2:11][CH2:10]1.[CH2:15]([O:17][C:18](=[O:37])[CH:19]([CH:31]1[CH2:36][CH2:35][CH2:34][CH2:33][CH2:32]1)[C:20](N1C2C=CC=CC=2N=N1)=[O:21])[CH3:16], predict the reaction product. The product is: [CH2:15]([O:17][C:18](=[O:37])[CH:19]([CH:31]1[CH2:36][CH2:35][CH2:34][CH2:33][CH2:32]1)[C:20](=[O:21])[CH:10]1[CH2:11][CH2:12][CH2:13][C:9]1=[O:14])[CH3:16]. (5) Given the reactants FC(F)(F)S(O[Si](C)(C)C)(=O)=O.[CH2:13]([NH2:19])[C:14]1[O:18][CH:17]=[CH:16][CH:15]=1.[C:20]([NH:22][C:23]([NH2:25])=[NH:24])#[N:21], predict the reaction product. The product is: [CH2:13]([NH:19][C:20]([NH:22][C:23]([NH2:25])=[NH:24])=[NH:21])[C:14]1[O:18][CH:17]=[CH:16][CH:15]=1. (6) The product is: [CH3:1][O:2][C:3]([C:4]1[N:21]=[C:20]([CH:17]2[CH2:19][CH2:18]2)[S:22][C:5]=1[C:6]1[CH:11]=[CH:10][C:9]([CH3:12])=[C:8]([F:13])[CH:7]=1)=[O:16]. Given the reactants [CH3:1][O:2][C:3](=[O:16])[C:4](=O)[CH:5](Cl)[C:6]1[CH:11]=[CH:10][C:9]([CH3:12])=[C:8]([F:13])[CH:7]=1.[CH:17]1([C:20](=[S:22])[NH2:21])[CH2:19][CH2:18]1, predict the reaction product. (7) Given the reactants [CH3:1][O:2][C:3]([C:5]1[N:9]([C:10]([O:12][C:13]([CH3:16])([CH3:15])[CH3:14])=[O:11])[C:8]2[CH:17]=[CH:18][O:19][C:7]=2[CH:6]=1)=[O:4].CCCC[N+](CCCC)(CCCC)CCCC.[F-].C1COCC1.C1C(=O)N([Br:50])C(=O)C1, predict the reaction product. The product is: [CH3:1][O:2][C:3]([C:5]1[N:9]([C:10]([O:12][C:13]([CH3:16])([CH3:14])[CH3:15])=[O:11])[C:8]2[CH:17]=[C:18]([Br:50])[O:19][C:7]=2[CH:6]=1)=[O:4]. (8) Given the reactants [CH2:1]([C:3]1[N:4]([CH2:17][CH2:18][O:19][C:20]2[CH:25]=[CH:24][CH:23]=[CH:22][CH:21]=2)[C:5]2[C:14]3[CH:13]=[CH:12][C:11]([OH:15])=[CH:10][C:9]=3[N:8]=[CH:7][C:6]=2[N:16]=1)[CH3:2].C(N(CC)CC)C.[CH3:33][S:34](Cl)(=[O:36])=[O:35], predict the reaction product. The product is: [CH3:33][S:34]([O:15][C:11]1[CH:12]=[CH:13][C:14]2[C:5]3[N:4]([CH2:17][CH2:18][O:19][C:20]4[CH:25]=[CH:24][CH:23]=[CH:22][CH:21]=4)[C:3]([CH2:1][CH3:2])=[N:16][C:6]=3[CH:7]=[N:8][C:9]=2[CH:10]=1)(=[O:36])=[O:35]. (9) Given the reactants F[C:2]1[CH:3]=[CH:4][C:5]([N+:19]([O-:21])=[O:20])=[C:6]([C:8]2[CH:13]=[CH:12][C:11]([O:14][C:15]([F:18])([F:17])[F:16])=[CH:10][CH:9]=2)[CH:7]=1.[CH2:22]([NH:24][CH2:25][CH3:26])[CH3:23].C(=O)([O-])[O-].[K+].[K+].C(#N)C, predict the reaction product. The product is: [CH2:22]([N:24]([CH2:25][CH3:26])[C:2]1[CH:3]=[CH:4][C:5]([N+:19]([O-:21])=[O:20])=[C:6]([C:8]2[CH:13]=[CH:12][C:11]([O:14][C:15]([F:18])([F:17])[F:16])=[CH:10][CH:9]=2)[CH:7]=1)[CH3:23]. (10) Given the reactants Br[C:2]1[CH:3]=[CH:4][C:5]2[N:9]=[C:8]([C:10]([Cl:13])([Cl:12])[Cl:11])[N:7]([C:14]3[CH:19]=[CH:18][N:17]=[C:16]([NH2:20])[N:15]=3)[C:6]=2[CH:21]=1.NC1C=CC([I:29])=CC=1NC1C=CN=C(N)N=1, predict the reaction product. The product is: [I:29][C:2]1[CH:3]=[CH:4][C:5]2[N:9]=[C:8]([C:10]([Cl:13])([Cl:12])[Cl:11])[N:7]([C:14]3[CH:19]=[CH:18][N:17]=[C:16]([NH2:20])[N:15]=3)[C:6]=2[CH:21]=1.